Dataset: Forward reaction prediction with 1.9M reactions from USPTO patents (1976-2016). Task: Predict the product of the given reaction. (1) Given the reactants [C:1]([O:5][C:6]([N:8]1[CH2:13][CH2:12][CH2:11][CH:10](S(C2C=CC=CC=2)(=O)=O)[C:9]1=[O:23])=[O:7])([CH3:4])([CH3:3])[CH3:2], predict the reaction product. The product is: [C:1]([O:5][C:6]([N:8]1[C:9](=[O:23])[CH:10]=[CH:11][CH2:12][CH2:13]1)=[O:7])([CH3:4])([CH3:2])[CH3:3]. (2) Given the reactants [CH3:1][N:2]([CH3:33])[C:3](=[O:32])[O:4][C:5]1[CH:10]=[CH:9][CH:8]=[C:7]([NH:11][C:12]([C:14]2([CH2:20][NH:21][C:22]([O:24][CH2:25][C:26]3[CH:31]=[CH:30][CH:29]=[CH:28][CH:27]=3)=[O:23])[CH2:19][CH2:18][NH:17][CH2:16][CH2:15]2)=[O:13])[CH:6]=1.Cl[C:35]1[C:36]2[C:43]([CH3:44])=[CH:42][NH:41][C:37]=2[N:38]=[CH:39][N:40]=1.C(N(CC)C(C)C)(C)C.C(O)(C)C, predict the reaction product. The product is: [CH3:1][N:2]([CH3:33])[C:3](=[O:32])[O:4][C:5]1[CH:10]=[CH:9][CH:8]=[C:7]([NH:11][C:12]([C:14]2([CH2:20][NH:21][C:22]([O:24][CH2:25][C:26]3[CH:27]=[CH:28][CH:29]=[CH:30][CH:31]=3)=[O:23])[CH2:19][CH2:18][N:17]([C:35]3[C:36]4[C:43]([CH3:44])=[CH:42][NH:41][C:37]=4[N:38]=[CH:39][N:40]=3)[CH2:16][CH2:15]2)=[O:13])[CH:6]=1. (3) Given the reactants C(=O)([O-])O.[Na+].[Br:6][C:7]1[CH:13]=[CH:12][C:10]([NH2:11])=[CH:9][C:8]=1[F:14].Cl[C:16]([O:18][CH2:19][C:20]1[CH:25]=[CH:24][CH:23]=[CH:22][CH:21]=1)=[O:17], predict the reaction product. The product is: [CH2:19]([O:18][C:16](=[O:17])[NH:11][C:10]1[CH:12]=[CH:13][C:7]([Br:6])=[C:8]([F:14])[CH:9]=1)[C:20]1[CH:25]=[CH:24][CH:23]=[CH:22][CH:21]=1.